Dataset: Full USPTO retrosynthesis dataset with 1.9M reactions from patents (1976-2016). Task: Predict the reactants needed to synthesize the given product. Given the product [F:11][C:12]([F:21])([F:22])[O:13][C:14]1[CH:19]=[CH:18][C:17]([N:1]2[CH:5]=[C:4]([C:6]([O:8][CH2:9][CH3:10])=[O:7])[CH:3]=[N:2]2)=[CH:16][CH:15]=1, predict the reactants needed to synthesize it. The reactants are: [NH:1]1[CH:5]=[C:4]([C:6]([O:8][CH2:9][CH3:10])=[O:7])[CH:3]=[N:2]1.[F:11][C:12]([F:22])([F:21])[O:13][C:14]1[CH:19]=[CH:18][C:17](I)=[CH:16][CH:15]=1.CN[C@@H]1CCCC[C@H]1NC.C(=O)([O-])[O-].[Cs+].[Cs+].